Dataset: Experimentally validated miRNA-target interactions with 360,000+ pairs, plus equal number of negative samples. Task: Binary Classification. Given a miRNA mature sequence and a target amino acid sequence, predict their likelihood of interaction. (1) The miRNA is hsa-miR-548au-5p with sequence AAAAGUAAUUGCGGUUUUUGC. The protein sequence of the target gene is MKTPFGKTPGQRSRADAGHAGVSANMMKKRTSHKKHRTSVGPSKPVSQPRRNIVGCRIQHGWREGNGPVTQWKGTVLDQVPVNPSLYLIKYDGFDCVYGLELNKDERVSALEVLPDRVATSRISDAHLADTMIGKAVEHMFETEDGSKDEWRGMVLARAPVMNTWFYITYEKDPVLYMYQLLDDYKEGDLRIMPDSNDSPPAEREPGEVVDSLVGKQVEYAKEDGSKRTGMVIHQVEAKPSVYFIKFDDDFHIYVYDLVKTS. Result: 0 (no interaction). (2) The miRNA is hsa-miR-8070 with sequence AUGUGAUUGACGGCUGACUCCA. The protein sequence of the target gene is MELLSTPHSIEINNITCDSFRISWAMEDSDLERVTHYFIDLNKKENKNSNKFKHRDVPTKLVAKAVPLPMTVRGHWFLSPRTEYSVAVQTAVKQSDGEYLVSGWSETVEFCTGDYAKEHLAQLQEKAEQIAGRMLRFSVFYRNHHKEYFQHARTHCGNVLQPYLKDNSGSHGSPTSGMLHGVFFSCNTEFNTGQPPQDSPYGRWRFQIPAQRLFNPSTNLYFADFYCMYTAYHYAILVLAPKGSLGDRFCRDRLPLLDIACNKFLTCSVEDGELIFRHAQDLILEIIYTEPVDLSLGTLG.... Result: 0 (no interaction). (3) The miRNA is mmu-miR-146a-5p with sequence UGAGAACUGAAUUCCAUGGGUU. The protein sequence of the target gene is MAFVCLAIGCLYTFLISTTFGCTSSSDTEIKVNPPQDFEIVDPGYLGYLYLQWQPPLSLDHFKECTVEYELKYRNIGSETWKTIITKNLHYKDGFDLNKGIEAKIHTLLPWQCTNGSEVQSSWAETTYWISPQGIPETKVQDMDCVYYNWQYLLCSWKPGIGVLLDTNYNLFYWYEGLDHALQCVDYIKADGQNIGCRFPYLEASDYKDFYICVNGSSENKPIRSSYFTFQLQNIVKPLPPVYLTFTRESSCEIKLKWSIPLGPIPARCFDYEIEIREDDTTLVTATVENETYTLKTTNE.... Result: 0 (no interaction). (4) The miRNA is hsa-miR-591 with sequence AGACCAUGGGUUCUCAUUGU. The protein sequence of the target gene is MTGTPGAVATRDGEAPERSPPCSPSYDLTGKVMLLGDTGVGKTCFLIQFKDGAFLSGTFIATVGIDFRNKVVTVDGVRVKLQIWDTAGQERFRSVTHAYYRDAQALLLLYDITNKSSFDNIRAWLTEIHEYAQRDVVIMLLGNKADMSSERVIRSEDGETLAREYGVPFLETSAKTGMNVELAFLAIAKELKYRAGHQADEPSFQIRDYVESQKKRSSCCSFM. Result: 0 (no interaction). (5) The miRNA is hsa-miR-214-3p with sequence ACAGCAGGCACAGACAGGCAGU. The protein sequence of the target gene is MTSEVIEDEKQFYSKAKTYWKQIPPTVDGMLGGYGHISSIDINSSRKFLQRFLREGPNKTGTSCALDCGAGIGRITKRLLLPLFREVDMVDITEDFLVQAKTYLGEEGKRVRNYFCCGLQDFTPEPDSYDVIWIQWVIGHLTDQHLAEFLRRCKGSLRPNGIIVIKDNMAQEGVILDDVDSSVCRDLDVVRRIICSAGLSLLAEERQENLPDEIYHVYSFALR. Result: 0 (no interaction). (6) The miRNA is hsa-miR-4659b-5p with sequence UUGCCAUGUCUAAGAAGAA. The protein sequence of the target gene is MSQSGEENLQGSWVELHFSNGNGSSVPASVSIYNGDMEKILLDAQHESGRSSSKSSHCDSPPRSQTPQDTNRAEIDSHSFGEKNSTLSEEDYIERRREVESILKKNSDWIWDWSSRPENIPPKEFLFKHPKRTATLSMRNTSVMKKGGIFSADFLKVFLPSLLLSHLLAIGLGIYIGRRLTTSTSTF. Result: 0 (no interaction). (7) The miRNA is hsa-miR-548ab with sequence AAAAGUAAUUGUGGAUUUUGCU. The protein sequence of the target gene is MEHGSIITQARREDALVLTKQGLVSKSSPKKPRGRNIFKALFCCFRAQHVGQSSSSTELAAYKEEANTIAKSDLLQCLQYQFYQIPGTCLLPEVTEEDQGRICVVIDLDETLVHSSFKPINNADFIVPIEIEGTTHQVYVLKRPYVDEFLRRMGELFECVLFTASLAKYADPVTDLLDRCGVFRARLFRESCVFHQGCYVKDLSRLGRDLRKTLILDNSPASYIFHPENAVPVQSWFDDMADTELLNLIPIFEELSGAEDVYTSLGQLRAP. Result: 0 (no interaction).